This data is from Forward reaction prediction with 1.9M reactions from USPTO patents (1976-2016). The task is: Predict the product of the given reaction. Given the reactants [Cl:1][C:2]1[CH:3]=[C:4]([C:22]2[CH2:23][CH2:24][C:25](=[O:28])[NH:26][N:27]=2)[CH:5]=[CH:6][C:7]=1[O:8][CH2:9][CH2:10][C:11]1[CH:16]=[CH:15][C:14]([O:17][CH2:18][CH:19]2[CH2:21][O:20]2)=[CH:13][CH:12]=1.[CH:29]([NH2:32])([CH3:31])[CH3:30], predict the reaction product. The product is: [Cl:1][C:2]1[CH:3]=[C:4]([C:22]2[CH2:23][CH2:24][C:25](=[O:28])[NH:26][N:27]=2)[CH:5]=[CH:6][C:7]=1[O:8][CH2:9][CH2:10][C:11]1[CH:16]=[CH:15][C:14]([O:17][CH2:18][CH:19]([OH:20])[CH2:21][NH:32][CH:29]([CH3:31])[CH3:30])=[CH:13][CH:12]=1.